From a dataset of Forward reaction prediction with 1.9M reactions from USPTO patents (1976-2016). Predict the product of the given reaction. (1) Given the reactants C1C=C(Cl)C=C(C(OO)=[O:9])C=1.[CH2:12]([C:15]1[S:16][C:17]2[C:26]3[CH:25]=[CH:24][C:23]([O:27][CH2:28][CH2:29][O:30][CH2:31][CH2:32][NH:33][C:34](=[O:40])[O:35][C:36]([CH3:39])([CH3:38])[CH3:37])=[CH:22][C:21]=3[N:20]=[CH:19][C:18]=2[N:41]=1)[CH2:13][CH3:14], predict the reaction product. The product is: [O-:9][N+:20]1[C:21]2[CH:22]=[C:23]([O:27][CH2:28][CH2:29][O:30][CH2:31][CH2:32][NH:33][C:34](=[O:40])[O:35][C:36]([CH3:39])([CH3:38])[CH3:37])[CH:24]=[CH:25][C:26]=2[C:17]2[S:16][C:15]([CH2:12][CH2:13][CH3:14])=[N:41][C:18]=2[CH:19]=1. (2) Given the reactants [Cl:1][C:2]1[CH:7]=[CH:6][C:5]([C:8]([F:11])([F:10])[F:9])=[CH:4][N:3]=1.[CH2:12]([NH:19][CH2:20][CH2:21][NH2:22])[C:13]1C=CC=CC=1.[OH2:23], predict the reaction product. The product is: [ClH:1].[F:9][C:8]([F:11])([F:10])[C:5]1[CH:6]=[CH:7][C:2]([N:22]2[CH2:21][CH2:20][NH:19][CH2:12][C:13]2=[O:23])=[N:3][CH:4]=1. (3) Given the reactants [CH3:1][CH2:2][O:3][C:4]([CH2:6][C:7]([CH2:9][C:10]([O:12][CH2:13][CH3:14])=[O:11])=[O:8])=[O:5].ClCCl.[CH2:18](O)[CH2:19][OH:20].B(F)(F)F.CCOCC, predict the reaction product. The product is: [O:8]1[CH2:18][CH2:19][O:20][C:7]1([CH2:6][C:4]([O:3][CH2:2][CH3:1])=[O:5])[CH2:9][C:10]([O:12][CH2:13][CH3:14])=[O:11]. (4) Given the reactants [NH2:1][C:2]1[N:7]=[C:6]([C:8]2[CH:9]=[CH:10][C:11]([N:14]3[CH2:19][CH2:18][N:17]([C:20]([O:22][C:23]([CH3:26])([CH3:25])[CH3:24])=[O:21])[CH2:16][CH2:15]3)=[N:12][CH:13]=2)[CH:5]=[N:4][C:3]=1[Cl:27].Br[CH2:29][C:30](=O)[C:31]([O:33][CH2:34][CH3:35])=[O:32], predict the reaction product. The product is: [C:23]([O:22][C:20]([N:17]1[CH2:18][CH2:19][N:14]([C:11]2[N:12]=[CH:13][C:8]([C:6]3[N:7]4[CH:29]=[C:30]([C:31]([O:33][CH2:34][CH3:35])=[O:32])[N:1]=[C:2]4[C:3]([Cl:27])=[N:4][CH:5]=3)=[CH:9][CH:10]=2)[CH2:15][CH2:16]1)=[O:21])([CH3:24])([CH3:26])[CH3:25]. (5) Given the reactants [ClH:1].[CH2:2]([O:9][C:10](=[O:13])[CH2:11][NH2:12])[C:3]1[CH:8]=[CH:7][CH:6]=[CH:5][CH:4]=1.[C:14]1(=O)[CH2:19][CH2:18][CH2:17][CH2:16][CH2:15]1, predict the reaction product. The product is: [ClH:1].[CH2:2]([O:9][C:10](=[O:13])[CH2:11][NH:12][CH:14]1[CH2:19][CH2:18][CH2:17][CH2:16][CH2:15]1)[C:3]1[CH:8]=[CH:7][CH:6]=[CH:5][CH:4]=1.